This data is from Forward reaction prediction with 1.9M reactions from USPTO patents (1976-2016). The task is: Predict the product of the given reaction. (1) The product is: [Br:32][CH2:2][C:1]([CH:4]1[CH2:5][CH2:6][N:7]([C:10]([O:12][C:13]([CH3:16])([CH3:15])[CH3:14])=[O:11])[CH2:8][CH2:9]1)=[O:3]. Given the reactants [C:1]([CH:4]1[CH2:9][CH2:8][N:7]([C:10]([O:12][C:13]([CH3:16])([CH3:15])[CH3:14])=[O:11])[CH2:6][CH2:5]1)(=[O:3])[CH3:2].C[Si]([N-][Si](C)(C)C)(C)C.[Li+].C[Si](Cl)(C)C.[Br:32]Br, predict the reaction product. (2) Given the reactants Cl[C:2]1[N:7]=[C:6](Cl)[N:5]=[C:4]([NH:9][C:10]2[CH:69]=[CH:68][C:13]([O:14][CH2:15][C:16]([CH2:51][O:52][C:53]3[CH:58]=[CH:57][C:56]([NH:59][C:60]4[N:65]=[C:64](Cl)[N:63]=[C:62](Cl)[N:61]=4)=[CH:55][CH:54]=3)([CH2:34][O:35][C:36]3[CH:41]=[CH:40][C:39]([NH:42][C:43]4[N:48]=[C:47](Cl)[N:46]=[C:45](Cl)[N:44]=4)=[CH:38][CH:37]=3)[CH2:17][O:18][C:19]3[CH:24]=[CH:23][C:22]([NH:25][C:26]4[N:31]=[C:30](Cl)[N:29]=[C:28](Cl)[N:27]=4)=[CH:21][CH:20]=3)=[CH:12][CH:11]=2)[N:3]=1.[CH2:70]([NH2:78])[CH2:71][CH2:72][CH2:73][CH2:74][CH2:75][CH2:76][CH3:77].[OH-].[Na+].CO, predict the reaction product. The product is: [CH2:70]([NH:78][C:2]1[N:7]=[C:6]([NH:78][CH2:70][CH2:71][CH2:72][CH2:73][CH2:74][CH2:75][CH2:76][CH3:77])[N:5]=[C:4]([NH:9][C:10]2[CH:69]=[CH:68][C:13]([O:14][CH2:15][C:16]([CH2:51][O:52][C:53]3[CH:58]=[CH:57][C:56]([NH:59][C:60]4[N:65]=[C:64]([NH:78][CH2:70][CH2:71][CH2:72][CH2:73][CH2:74][CH2:75][CH2:76][CH3:77])[N:63]=[C:62]([NH:78][CH2:70][CH2:71][CH2:72][CH2:73][CH2:74][CH2:75][CH2:76][CH3:77])[N:61]=4)=[CH:55][CH:54]=3)([CH2:34][O:35][C:36]3[CH:41]=[CH:40][C:39]([NH:42][C:43]4[N:48]=[C:47]([NH:78][CH2:70][CH2:71][CH2:72][CH2:73][CH2:74][CH2:75][CH2:76][CH3:77])[N:46]=[C:45]([NH:78][CH2:70][CH2:71][CH2:72][CH2:73][CH2:74][CH2:75][CH2:76][CH3:77])[N:44]=4)=[CH:38][CH:37]=3)[CH2:17][O:18][C:19]3[CH:24]=[CH:23][C:22]([NH:25][C:26]4[N:31]=[C:30]([NH:78][CH2:70][CH2:71][CH2:72][CH2:73][CH2:74][CH2:75][CH2:76][CH3:77])[N:29]=[C:28]([NH:78][CH2:70][CH2:71][CH2:72][CH2:73][CH2:74][CH2:75][CH2:76][CH3:77])[N:27]=4)=[CH:21][CH:20]=3)=[CH:12][CH:11]=2)[N:3]=1)[CH2:71][CH2:72][CH2:73][CH2:74][CH2:75][CH2:76][CH3:77]. (3) Given the reactants C[O:2][C:3](=[O:24])[C:4]1[CH:9]=[C:8]([C:10]2[S:11][CH:12]=[C:13]([C:15]3[CH:20]=[CH:19][C:18]([Cl:21])=[C:17]([Cl:22])[CH:16]=3)[N:14]=2)[CH:7]=[CH:6][C:5]=1Br.[Cl:25][C:26]1[CH:31]=[CH:30][C:29]([O:32][CH3:33])=[CH:28][C:27]=1B(O)O, predict the reaction product. The product is: [Cl:25][C:26]1[CH:31]=[CH:30][C:29]([O:32][CH3:33])=[CH:28][C:27]=1[C:5]1[C:4]([C:3]([OH:2])=[O:24])=[CH:9][C:8]([C:10]2[S:11][CH:12]=[C:13]([C:15]3[CH:20]=[CH:19][C:18]([Cl:21])=[C:17]([Cl:22])[CH:16]=3)[N:14]=2)=[CH:7][CH:6]=1. (4) Given the reactants [CH3:1][NH:2][C@@H:3]1[C:8]2[CH:9]=[CH:10][CH:11]=[CH:12][C:7]=2[C@H:6]([C:13]2[CH:14]=[CH:15][C:16]([Cl:20])=[C:17]([Cl:19])[CH:18]=2)[CH2:5][CH2:4]1.C([O-])(=O)C.[ClH:25], predict the reaction product. The product is: [CH3:1][NH:2][C@@H:3]1[C:8]2[CH:9]=[CH:10][CH:11]=[CH:12][C:7]=2[C@H:6]([C:13]2[CH:14]=[CH:15][C:16]([Cl:20])=[C:17]([Cl:19])[CH:18]=2)[CH2:5][CH2:4]1.[ClH:25]. (5) Given the reactants [Br:1][C:2]1[CH:7]=[CH:6][C:5]([C:8](=[O:14])[CH:9]=[CH:10][N:11](C)C)=[CH:4][CH:3]=1.Cl.NO, predict the reaction product. The product is: [Br:1][C:2]1[CH:7]=[CH:6][C:5]([C:8]2[O:14][N:11]=[CH:10][CH:9]=2)=[CH:4][CH:3]=1. (6) The product is: [C:12]([O:10][CH2:9][CH2:8][CH2:7][CH:6]([CH:1]1[CH2:5][CH2:4][CH2:3][CH2:2]1)[CH3:11])(=[O:15])[CH2:13][CH3:14]. Given the reactants [CH:1]1([CH:6]([CH3:11])[CH2:7][CH2:8][CH2:9][OH:10])[CH2:5][CH2:4][CH2:3][CH2:2]1.[C:12](Cl)(=[O:15])[CH2:13][CH3:14], predict the reaction product.